This data is from NCI-60 drug combinations with 297,098 pairs across 59 cell lines. The task is: Regression. Given two drug SMILES strings and cell line genomic features, predict the synergy score measuring deviation from expected non-interaction effect. (1) Drug 1: C1CCC(C1)C(CC#N)N2C=C(C=N2)C3=C4C=CNC4=NC=N3. Drug 2: CC1=C(C(=O)C2=C(C1=O)N3CC4C(C3(C2COC(=O)N)OC)N4)N. Cell line: KM12. Synergy scores: CSS=41.6, Synergy_ZIP=3.17, Synergy_Bliss=4.63, Synergy_Loewe=-1.45, Synergy_HSA=7.05. (2) Cell line: NCI-H322M. Drug 2: C(CC(=O)O)C(=O)CN.Cl. Drug 1: CC1C(C(=O)NC(C(=O)N2CCCC2C(=O)N(CC(=O)N(C(C(=O)O1)C(C)C)C)C)C(C)C)NC(=O)C3=C4C(=C(C=C3)C)OC5=C(C(=O)C(=C(C5=N4)C(=O)NC6C(OC(=O)C(N(C(=O)CN(C(=O)C7CCCN7C(=O)C(NC6=O)C(C)C)C)C)C(C)C)C)N)C. Synergy scores: CSS=14.7, Synergy_ZIP=-5.58, Synergy_Bliss=2.91, Synergy_Loewe=-2.07, Synergy_HSA=1.30. (3) Drug 1: CN(C)C1=NC(=NC(=N1)N(C)C)N(C)C. Synergy scores: CSS=1.27, Synergy_ZIP=0.975, Synergy_Bliss=1.83, Synergy_Loewe=-5.20, Synergy_HSA=-1.74. Cell line: MDA-MB-231. Drug 2: CC12CCC3C(C1CCC2O)C(CC4=C3C=CC(=C4)O)CCCCCCCCCS(=O)CCCC(C(F)(F)F)(F)F. (4) Drug 1: CC1C(C(=O)NC(C(=O)N2CCCC2C(=O)N(CC(=O)N(C(C(=O)O1)C(C)C)C)C)C(C)C)NC(=O)C3=C4C(=C(C=C3)C)OC5=C(C(=O)C(=C(C5=N4)C(=O)NC6C(OC(=O)C(N(C(=O)CN(C(=O)C7CCCN7C(=O)C(NC6=O)C(C)C)C)C)C(C)C)C)N)C. Drug 2: CC=C1C(=O)NC(C(=O)OC2CC(=O)NC(C(=O)NC(CSSCCC=C2)C(=O)N1)C(C)C)C(C)C. Cell line: OVCAR-8. Synergy scores: CSS=30.0, Synergy_ZIP=2.54, Synergy_Bliss=2.40, Synergy_Loewe=-39.9, Synergy_HSA=-6.66. (5) Drug 1: CCC1=CC2CC(C3=C(CN(C2)C1)C4=CC=CC=C4N3)(C5=C(C=C6C(=C5)C78CCN9C7C(C=CC9)(C(C(C8N6C)(C(=O)OC)O)OC(=O)C)CC)OC)C(=O)OC.C(C(C(=O)O)O)(C(=O)O)O. Synergy scores: CSS=58.2, Synergy_ZIP=-3.26, Synergy_Bliss=-2.21, Synergy_Loewe=-22.7, Synergy_HSA=-2.77. Drug 2: C1=CC(=CC=C1CC(C(=O)O)N)N(CCCl)CCCl.Cl. Cell line: SW-620. (6) Drug 1: CC=C1C(=O)NC(C(=O)OC2CC(=O)NC(C(=O)NC(CSSCCC=C2)C(=O)N1)C(C)C)C(C)C. Drug 2: C1CN1C2=NC(=NC(=N2)N3CC3)N4CC4. Cell line: SNB-75. Synergy scores: CSS=49.9, Synergy_ZIP=2.45, Synergy_Bliss=5.80, Synergy_Loewe=-18.5, Synergy_HSA=10.1. (7) Drug 1: CN1C(=O)N2C=NC(=C2N=N1)C(=O)N. Drug 2: C1=NC2=C(N=C(N=C2N1C3C(C(C(O3)CO)O)F)Cl)N. Cell line: SN12C. Synergy scores: CSS=15.8, Synergy_ZIP=-7.12, Synergy_Bliss=-3.72, Synergy_Loewe=-34.4, Synergy_HSA=-9.95.